From a dataset of Forward reaction prediction with 1.9M reactions from USPTO patents (1976-2016). Predict the product of the given reaction. (1) Given the reactants Br[C:2]1[CH:3]=[C:4]2[O:10][C:9](=[O:11])[N:8]([CH3:12])[C:5]2=[N:6][CH:7]=1.[CH3:13][C:14]1([CH3:30])[C:18]([CH3:20])([CH3:19])[O:17][B:16]([B:16]2[O:17][C:18]([CH3:20])([CH3:19])[C:14]([CH3:30])([CH3:13])[O:15]2)[O:15]1.ClCCl.C([O-])(=O)C.[K+], predict the reaction product. The product is: [CH3:12][N:8]1[C:5]2=[N:6][CH:7]=[C:2]([B:16]3[O:17][C:18]([CH3:20])([CH3:19])[C:14]([CH3:30])([CH3:13])[O:15]3)[CH:3]=[C:4]2[O:10][C:9]1=[O:11]. (2) Given the reactants C(Cl)CCl.C1C=NC2N(O)N=NC=2C=1.[Br:15][C:16]1[C:17]([CH3:25])=[C:18]([CH:22]=[CH:23][CH:24]=1)[C:19]([OH:21])=O.[CH3:26][C:27]([N:37]1[CH2:41][CH2:40][CH2:39][CH2:38]1)([CH3:36])[CH:28]([NH2:35])[C:29]1[CH:34]=[CH:33][CH:32]=[CH:31][CH:30]=1.[N-]=C=O, predict the reaction product. The product is: [Br:15][C:16]1[C:17]([CH3:25])=[C:18]([CH:22]=[CH:23][CH:24]=1)[C:19]([NH:35][CH:28]([C:29]1[CH:34]=[CH:33][CH:32]=[CH:31][CH:30]=1)[C:27]([CH3:36])([N:37]1[CH2:38][CH2:39][CH2:40][CH2:41]1)[CH3:26])=[O:21]. (3) Given the reactants O[C:2]1[C:10]([CH:11]([CH3:13])[CH3:12])=[CH:9][CH:8]=[CH:7][C:3]=1C(O)=O.[C:14](=[O:17])([O-])[O-:15].[K+].[K+].I[CH3:21].S(=O)(=O)(O)O.CN([CH:30]=[O:31])C, predict the reaction product. The product is: [CH3:21][O:15][C:14](=[O:17])[C:8]1[CH:7]=[CH:3][CH:2]=[C:10]([CH:11]([CH3:13])[CH3:12])[C:9]=1[O:31][CH3:30]. (4) Given the reactants [NH2:1][C:2]1[CH:14]=[C:13]2[C:5]([C:6]3[C:7]([C:18]4[CH:23]=[CH:22][CH:21]=[C:20]([N:24]5[CH2:32][C:31]6[C:26](=[CH:27][CH:28]=[CH:29][CH:30]=6)[C:25]5=[O:33])[C:19]=4[CH3:34])=[CH:8][CH:9]=[C:10]([C:15]([NH2:17])=[O:16])[C:11]=3[NH:12]2)=[CH:4][CH:3]=1.Br[CH2:36][CH2:37][CH2:38][C:39](Cl)=[O:40].[H-].[Na+].O, predict the reaction product. The product is: [CH3:34][C:19]1[C:20]([N:24]2[CH2:32][C:31]3[C:26](=[CH:27][CH:28]=[CH:29][CH:30]=3)[C:25]2=[O:33])=[CH:21][CH:22]=[CH:23][C:18]=1[C:7]1[C:6]2[C:5]3[C:13](=[CH:14][C:2]([N:1]4[CH2:36][CH2:37][CH2:38][C:39]4=[O:40])=[CH:3][CH:4]=3)[NH:12][C:11]=2[C:10]([C:15]([NH2:17])=[O:16])=[CH:9][CH:8]=1. (5) Given the reactants [CH2:1]([O:8][C:9]1[CH:14]=[CH:13][C:12]([Cl:15])=[CH:11][C:10]=1B(O)O)[C:2]1[CH:7]=[CH:6][CH:5]=[CH:4][CH:3]=1.[CH3:19][O:20][C:21]([C:23]1[CH:24]=[C:25]([C:30]2[CH:35]=[CH:34][CH:33]=[CH:32][C:31]=2Br)[CH:26]=[C:27]([NH2:29])[CH:28]=1)=[O:22].[C:37](=O)([O-])[O-].[K+].[K+].C1(C)C=CC=CC=1.C(O)C, predict the reaction product. The product is: [CH2:19]([O:20][C:21]([C:23]1[CH:24]=[C:25]([C:30]2[C:35]([C:10]3[CH:11]=[C:12]([Cl:15])[CH:13]=[CH:14][C:9]=3[O:8][CH2:1][C:2]3[CH:7]=[CH:6][CH:5]=[CH:4][CH:3]=3)=[CH:34][CH:33]=[CH:32][CH:31]=2)[CH:26]=[C:27]([NH2:29])[CH:28]=1)=[O:22])[CH3:37]. (6) Given the reactants [CH3:1][N:2]([CH3:10])[C:3]1[CH:8]=[CH:7][CH:6]=[C:5]([NH2:9])[CH:4]=1.Cl[C:12]1[N:17]=[CH:16][N:15]=[C:14]([NH2:18])[CH:13]=1.Cl.C([O-])([O-])=O.[Na+].[Na+], predict the reaction product. The product is: [CH3:1][N:2]([CH3:10])[C:3]1[CH:4]=[C:5]([NH:9][C:12]2[CH:13]=[C:14]([NH2:18])[N:15]=[CH:16][N:17]=2)[CH:6]=[CH:7][CH:8]=1. (7) Given the reactants [Cl:1][C:2]1[CH:8]=[CH:7][CH:6]=[C:5]([Cl:9])[C:3]=1[NH2:4].C[Al](C)C.[Br:14][C:15]1[S:19][C:18]([C:20]#[N:21])=[CH:17][CH:16]=1, predict the reaction product. The product is: [Br:14][C:15]1[S:19][C:18]([C:20]([NH:4][C:3]2[C:2]([Cl:1])=[CH:8][CH:7]=[CH:6][C:5]=2[Cl:9])=[NH:21])=[CH:17][CH:16]=1. (8) Given the reactants [Cl:1][C:2]1[CH:7]=[CH:6][C:5]([C:8]2([CH3:33])[C:12]([C:14]3[CH:19]=[CH:18][C:17]([Cl:20])=[CH:16][CH:15]=3)([CH3:13])[NH:11][C:10]([C:21]3[CH:26]=[CH:25][C:24]([O:27][CH3:28])=[CH:23][C:22]=3[O:29][CH:30]([CH3:32])[CH3:31])=[N:9]2)=[CH:4][CH:3]=1.[C:34](Cl)([Cl:36])=[O:35], predict the reaction product. The product is: [Cl:1][C:2]1[CH:3]=[CH:4][C:5]([C:8]2([CH3:33])[C:12]([C:14]3[CH:15]=[CH:16][C:17]([Cl:20])=[CH:18][CH:19]=3)([CH3:13])[N:11]([C:34]([Cl:36])=[O:35])[C:10]([C:21]3[CH:26]=[CH:25][C:24]([O:27][CH3:28])=[CH:23][C:22]=3[O:29][CH:30]([CH3:31])[CH3:32])=[N:9]2)=[CH:6][CH:7]=1. (9) Given the reactants Br[C:2]1[CH:9]=[C:8]([F:10])[CH:7]=[CH:6][C:3]=1[C:4]#[N:5].[O:11]1[CH:15]=[CH:14][CH:13]=[C:12]1B(O)O.C([O-])([O-])=O.[Na+].[Na+], predict the reaction product. The product is: [F:10][C:8]1[CH:7]=[CH:6][C:3]([C:4]#[N:5])=[C:2]([C:12]2[O:11][CH:15]=[CH:14][CH:13]=2)[CH:9]=1. (10) Given the reactants Br[C:2]1[CH:10]=[CH:9][CH:8]=[C:7]2[C:3]=1[CH:4]=[CH:5][NH:6]2.[F:11][C:12]1[CH:17]=[C:16]([F:18])[CH:15]=[CH:14][C:13]=1B(O)O.[OH-].[Na+], predict the reaction product. The product is: [F:11][C:12]1[CH:17]=[C:16]([F:18])[CH:15]=[CH:14][C:13]=1[C:2]1[CH:10]=[CH:9][CH:8]=[C:7]2[C:3]=1[CH:4]=[CH:5][NH:6]2.